Dataset: Forward reaction prediction with 1.9M reactions from USPTO patents (1976-2016). Task: Predict the product of the given reaction. (1) Given the reactants [C:1]1([C:7]2(C(O)=O)[CH2:9][CH2:8]2)[CH:6]=[CH:5][CH:4]=[CH:3][CH:2]=1.[N-:13]=[N+]=[N-].[Na+].[OH-].[Na+], predict the reaction product. The product is: [C:1]1([C:7]2([NH2:13])[CH2:9][CH2:8]2)[CH:6]=[CH:5][CH:4]=[CH:3][CH:2]=1. (2) Given the reactants C(Cl)Cl.[F-].[Cs+].[N:6]1[C:15]2[C:10](=[CH:11][CH:12]=[CH:13][CH:14]=2)[C:9](B(O)O)=[CH:8][CH:7]=1.Br[C:20]1[C:21]([CH:42]2[CH2:44][CH2:43]2)=[N:22][C:23]([N:28]2[CH2:33][CH2:32][N:31]([C:34]([CH:36]3[CH2:38][CH2:37]3)=[O:35])[C@H:30]([CH:39]3[CH2:41][CH2:40]3)[CH2:29]2)=[C:24]([CH:27]=1)[C:25]#[N:26].O1CCO[CH2:47][CH2:46]1, predict the reaction product. The product is: [CH:36]1([C:34]([N:31]2[CH2:32][CH2:33][N:28]([C:23]3[N:22]=[C:21]([CH:42]4[CH2:44][CH2:43]4)[C:20]([C:9]4[C:10]5[C:15](=[CH:14][CH:13]=[CH:12][CH:11]=5)[N:6]=[C:7]([CH:46]=[CH2:47])[CH:8]=4)=[CH:27][C:24]=3[C:25]#[N:26])[CH2:29][C@H:30]2[CH:39]2[CH2:41][CH2:40]2)=[O:35])[CH2:38][CH2:37]1. (3) Given the reactants Br[C:2]1[C:12]2[O:11][CH2:10][CH2:9][N:8]([C:13]([O:15][C:16]([CH3:19])([CH3:18])[CH3:17])=[O:14])[CH2:7][C:6]=2[CH:5]=[CH:4][CH:3]=1.[O:20]1[CH:24]=[C:23](B2OC(C)(C)C(C)(C)O2)[CH:22]=[N:21]1.P([O-])([O-])([O-])=O.[K+].[K+].[K+].O, predict the reaction product. The product is: [O:20]1[CH:24]=[C:23]([C:2]2[C:12]3[O:11][CH2:10][CH2:9][N:8]([C:13]([O:15][C:16]([CH3:19])([CH3:18])[CH3:17])=[O:14])[CH2:7][C:6]=3[CH:5]=[CH:4][CH:3]=2)[CH:22]=[N:21]1. (4) The product is: [Cl:17][C:18]1[CH:19]=[CH:20][C:21]([C:24]2[O:28][N:27]=[C:26]([CH2:29][N:8]3[CH2:7][C@H:6]([CH:1]4[CH2:2][CH2:3][CH2:4][CH2:5]4)[NH:11][C:10](=[O:12])[C@@H:9]3[CH2:13][CH:14]([CH3:16])[CH3:15])[CH:25]=2)=[CH:22][CH:23]=1. Given the reactants [CH:1]1([C@@H:6]2[NH:11][C:10](=[O:12])[C@H:9]([CH2:13][CH:14]([CH3:16])[CH3:15])[NH:8][CH2:7]2)[CH2:5][CH2:4][CH2:3][CH2:2]1.[Cl:17][C:18]1[CH:23]=[CH:22][C:21]([C:24]2[O:28][N:27]=[C:26]([CH:29]=O)[CH:25]=2)=[CH:20][CH:19]=1.C([C@@H]1N(CC2C=C(C3C=CC=CC=3)ON=2)C[C@H](CC(C)C)NC1=O)C(C)C, predict the reaction product. (5) The product is: [Cl:1][C:2]1[CH:3]=[C:4]([CH:7]=[C:8]([O:10][C:11]2[C:16](=[O:17])[N:15]([CH2:18][C:19]3[CH:24]=[C:23]([CH2:25][F:26])[C:22](=[O:27])[NH:21][N:20]=3)[CH:14]=[N:13][C:12]=2[C:29]([F:32])([F:30])[F:31])[CH:9]=1)[C:5]#[N:6]. Given the reactants [Cl:1][C:2]1[CH:3]=[C:4]([CH:7]=[C:8]([O:10][C:11]2[C:16](=[O:17])[N:15]([CH2:18][C:19]3[N:20]=[N:21][C:22]([O:27]C)=[C:23]([CH2:25][F:26])[CH:24]=3)[CH:14]=[N:13][C:12]=2[C:29]([F:32])([F:31])[F:30])[CH:9]=1)[C:5]#[N:6].C[Si](Cl)(C)C, predict the reaction product.